This data is from Full USPTO retrosynthesis dataset with 1.9M reactions from patents (1976-2016). The task is: Predict the reactants needed to synthesize the given product. (1) The reactants are: [F:1][C:2]1[CH:7]=[C:6]([F:8])[CH:5]=[CH:4][C:3]=1[CH2:9][C:10]([OH:12])=O.N1(O)C2C=CC=CC=2N=N1.Cl.C(N=C=NCCCN(C)C)C.C(N(CC)CC)C.[N:42]1([C:48]([O:50][C:51]([CH3:54])([CH3:53])[CH3:52])=[O:49])[CH2:47][CH2:46][NH:45][CH2:44][CH2:43]1.C([O-])(O)=O.[Na+]. Given the product [F:1][C:2]1[CH:7]=[C:6]([F:8])[CH:5]=[CH:4][C:3]=1[CH2:9][C:10]([N:45]1[CH2:44][CH2:43][N:42]([C:48]([O:50][C:51]([CH3:54])([CH3:53])[CH3:52])=[O:49])[CH2:47][CH2:46]1)=[O:12], predict the reactants needed to synthesize it. (2) The reactants are: [C:1]1([CH:9]=[C:7]([OH:8])[CH:6]=[C:4]([OH:5])[CH:3]=1)[OH:2].OS(C(F)(F)F)(=O)=O. Given the product [OH:2][C:1]1[C:9]2[C:4]([CH2:6][CH3:7])=[CH:3][C:1](=[O:2])[O:8][C:7]=2[CH:6]=[C:4]([OH:5])[CH:3]=1, predict the reactants needed to synthesize it.